Dataset: Reaction yield outcomes from USPTO patents with 853,638 reactions. Task: Predict the reaction yield, written as a fraction of the theoretical maximum amount of product (1.0 means a 100% yield; for example, 0.34 means a 34% yield). The catalyst is C1(C)C=CC=CC=1.C(OCC)(=O)C.C([O-])(=O)C.[Pd+2].C([O-])(=O)C. The yield is 0.620. The reactants are CC1(C)P([C:12]2[C:17]([O:18][CH3:19])=[CH:16][CH:15]=[C:14](OC)[C:13]=2C2C(C(C)C)=CC(C(C)C)=CC=2C(C)C)C(C)(C)CC2(OCCO2)C1.C(=O)([O-])[O-].[Cs+].[Cs+].[CH2:46]([OH:50])[CH2:47][CH2:48][CH3:49].ClC1C=CC=CC=1OC. The product is [CH2:46]([O:50][C:12]1[CH:13]=[CH:14][CH:15]=[CH:16][C:17]=1[O:18][CH3:19])[CH2:47][CH2:48][CH3:49].